From a dataset of Aqueous solubility values for 9,982 compounds from the AqSolDB database. Regression/Classification. Given a drug SMILES string, predict its absorption, distribution, metabolism, or excretion properties. Task type varies by dataset: regression for continuous measurements (e.g., permeability, clearance, half-life) or binary classification for categorical outcomes (e.g., BBB penetration, CYP inhibition). For this dataset (solubility_aqsoldb), we predict Y. (1) The drug is CC(=NNC(=O)c1nccs1)C(=O)O. The Y is -1.93 log mol/L. (2) The compound is CC(C)(C)C(=O)C(Oc1ccc(Cl)cc1)n1cncn1. The Y is -3.61 log mol/L. (3) The molecule is CCCCN(CC)N=O. The Y is -1.04 log mol/L. (4) The molecule is OC(c1ccccc1)(c1ccccc1)C1CCNCC1. The Y is -1.39 log mol/L. (5) The compound is CCCCCCCC(=O)OCN1C(=O)NC(c2ccccc2)(c2ccccc2)C1=O. The Y is -6.52 log mol/L. (6) The molecule is CN(C)C1C(O)=CC(=O)C2(O)C(O)=C3C(=O)c4ccccc4C(C)(O)C3CC12. The Y is -1.42 log mol/L. (7) The molecule is CCCCCOC(=O)COc1cc(N2C(=O)C3=C(CCCC3)C2=O)c(F)cc1Cl. The Y is -6.35 log mol/L. (8) The molecule is COC(=O)C(C#N)C(=O)CC(C)C. The Y is -2.73 log mol/L. (9) The drug is CCOC(=O)c1ccc(N=C=S)cc1. The Y is -4.05 log mol/L. (10) The drug is C[N+](C)(C)C.[Cl-]. The Y is 0.960 log mol/L.